From a dataset of Full USPTO retrosynthesis dataset with 1.9M reactions from patents (1976-2016). Predict the reactants needed to synthesize the given product. (1) Given the product [Cl:14][C:15]1[CH:20]=[CH:19][C:18]([C:4]([C:3]2[C:2]([Cl:1])=[N:13][CH:12]=[CH:11][CH:10]=2)=[O:5])=[CH:17][CH:16]=1, predict the reactants needed to synthesize it. The reactants are: [Cl:1][C:2]1[N:13]=[CH:12][CH:11]=[CH:10][C:3]=1[C:4](N(OC)C)=[O:5].[Cl:14][C:15]1[CH:20]=[CH:19][C:18]([Mg]Br)=[CH:17][CH:16]=1. (2) Given the product [CH3:12][O:13][C:14]1[CH:27]=[CH:26][C:17]([CH2:18][S:19]([C:22]2[C:23](=[O:24])[O:11][C:5]3[C:6]([CH:7]=2)=[CH:9][CH:10]=[C:3]([O:2][CH3:1])[CH:4]=3)(=[O:20])=[O:21])=[CH:16][C:15]=1[N+:28]([O-:30])=[O:29], predict the reactants needed to synthesize it. The reactants are: [CH3:1][O:2][C:3]1[CH:4]=[C:5]([OH:11])[C:6](=[CH:9][CH:10]=1)[CH:7]=O.[CH3:12][O:13][C:14]1[CH:27]=[CH:26][C:17]([CH2:18][S:19]([CH2:22][C:23](O)=[O:24])(=[O:21])=[O:20])=[CH:16][C:15]=1[N+:28]([O-:30])=[O:29].